This data is from Reaction yield outcomes from USPTO patents with 853,638 reactions. The task is: Predict the reaction yield, written as a fraction of the theoretical maximum amount of product (1.0 means a 100% yield; for example, 0.34 means a 34% yield). The reactants are [Cl:1][C:2]1[C:7]([CH:8]=[O:9])=[CH:6][CH:5]=[C:4]([NH:10][CH2:11][C:12]2[CH:17]=[CH:16][C:15]([Cl:18])=[CH:14][CH:13]=2)[N:3]=1.[C:19]([O:23][C:24](O[C:24]([O:23][C:19]([CH3:22])([CH3:21])[CH3:20])=[O:25])=[O:25])([CH3:22])([CH3:21])[CH3:20].C(N(CC)CC)C. The catalyst is ClCCl.CN(C)C1C=CN=CC=1. The product is [C:19]([O:23][C:24](=[O:25])[N:10]([CH2:11][C:12]1[CH:17]=[CH:16][C:15]([Cl:18])=[CH:14][CH:13]=1)[C:4]1[CH:5]=[CH:6][C:7]([CH:8]=[O:9])=[C:2]([Cl:1])[N:3]=1)([CH3:22])([CH3:21])[CH3:20]. The yield is 0.830.